Dataset: Full USPTO retrosynthesis dataset with 1.9M reactions from patents (1976-2016). Task: Predict the reactants needed to synthesize the given product. (1) The reactants are: [OH-:1].[Na+].C([C:6]1[CH:7]=[CH:8][CH:9]=[C:10]([CH:17]=1)[CH2:11][C@@H:12]([C:14](N)=[O:15])[NH2:13])(O)=O.[N:18]1[C:19](=[O:27])[N:20]=[C:21]2[CH:26]=[CH:25][CH:24]=[CH:23][C:22]=12.[CH2:28]([OH:30])C. Given the product [O:27]=[C:19]1[NH:20][C:21]2[CH:26]=[CH:25][C:24]([C:28]([NH:13][CH:12]([CH2:11][C:10]3[CH:17]=[CH:6][CH:7]=[CH:8][CH:9]=3)[C:14]([OH:15])=[O:1])=[O:30])=[CH:23][C:22]=2[NH:18]1, predict the reactants needed to synthesize it. (2) The reactants are: [NH2:1][C:2]1[N:7]=[C:6](Br)[C:5]([C:9]#[N:10])=[C:4]([S:11][CH3:12])[N:3]=1.[N:13]1[CH:18]=[CH:17][CH:16]=[C:15](B(O)O)[CH:14]=1.C(=O)([O-])[O-].[Na+].[Na+]. Given the product [NH2:1][C:2]1[N:3]=[C:4]([S:11][CH3:12])[C:5]([C:9]#[N:10])=[C:6]([C:15]2[CH:14]=[N:13][CH:18]=[CH:17][CH:16]=2)[N:7]=1, predict the reactants needed to synthesize it. (3) Given the product [CH3:4][O:5][C:6]1[CH:11]=[CH:10][C:9]([C:12]2[CH2:13][CH2:14][C:15](=[O:17])[N:2]([CH3:1])[N:3]=2)=[CH:8][CH:7]=1, predict the reactants needed to synthesize it. The reactants are: [CH3:1][NH:2][NH2:3].[CH3:4][O:5][C:6]1[CH:11]=[CH:10][C:9]([C:12](=O)[CH2:13][CH2:14][C:15]([OH:17])=O)=[CH:8][CH:7]=1. (4) The reactants are: [C:1]1([C@@:7]([N:20]2[CH2:25][CH2:24][CH2:23][CH2:22][CH2:21]2)([CH3:19])[C:8]([O:10][C@@H:11]2[CH:16]3[CH2:17][CH2:18][N:13]([CH2:14][CH2:15]3)[CH2:12]2)=[O:9])[CH:6]=[CH:5][CH:4]=[CH:3][CH:2]=1.[Cl:26][CH2:27][CH2:28][C:29]1[CH:34]=[CH:33][C:32]([F:35])=[CH:31][CH:30]=1.C(OCC)C. Given the product [Cl-:26].[F:35][C:32]1[CH:33]=[CH:34][C:29]([CH2:28][CH2:27][N+:13]23[CH2:18][CH2:17][CH:16]([CH2:15][CH2:14]2)[C@@H:11]([O:10][C:8](=[O:9])[C@:7]([C:1]2[CH:6]=[CH:5][CH:4]=[CH:3][CH:2]=2)([N:20]2[CH2:25][CH2:24][CH2:23][CH2:22][CH2:21]2)[CH3:19])[CH2:12]3)=[CH:30][CH:31]=1, predict the reactants needed to synthesize it. (5) Given the product [OH:36][C:37]1([C:40]([N:1]2[CH2:6][CH2:5][CH:4]([N:7]3[CH:11]=[C:10]([C:12]4[CH:17]=[N:16][N:15]5[C:18]([C:21]6[CH:22]=[C:23]([NH:27][C:28]([NH:30][CH2:31][C:32]([F:33])([F:35])[F:34])=[O:29])[CH:24]=[CH:25][CH:26]=6)=[CH:19][N:20]=[C:14]5[CH:13]=4)[CH:9]=[N:8]3)[CH2:3][CH2:2]2)=[O:41])[CH2:39][CH2:38]1, predict the reactants needed to synthesize it. The reactants are: [NH:1]1[CH2:6][CH2:5][CH:4]([N:7]2[CH:11]=[C:10]([C:12]3[CH:17]=[N:16][N:15]4[C:18]([C:21]5[CH:22]=[C:23]([NH:27][C:28]([NH:30][CH2:31][C:32]([F:35])([F:34])[F:33])=[O:29])[CH:24]=[CH:25][CH:26]=5)=[CH:19][N:20]=[C:14]4[CH:13]=3)[CH:9]=[N:8]2)[CH2:3][CH2:2]1.[OH:36][C:37]1([C:40](O)=[O:41])[CH2:39][CH2:38]1. (6) The reactants are: Br[C:2]([O:12][Si:13]([C:16]([CH3:19])([CH3:18])[CH3:17])([CH3:15])[CH3:14])([CH3:11])[CH2:3][CH2:4][CH:5]1[NH:9][C:8](=[O:10])[CH2:7][CH2:6]1.[C:20]1(B(O)O)[CH:25]=[CH:24][CH:23]=[CH:22][CH:21]=1.[C:29]1(C)[CH:34]=[CH:33][CH:32]=[CH:31][C:30]=1P([C:29]1[CH:34]=[CH:33][CH:32]=[CH:31][C:30]=1C)[C:29]1[CH:34]=[CH:33][CH:32]=[CH:31][C:30]=1C.C([O-])([O-])=O.[Na+].[Na+]. Given the product [C:20]1([C:29]2[CH:34]=[CH:33][CH:32]=[CH:31][CH:30]=2)[CH:25]=[CH:24][CH:23]=[C:22]([CH2:11][CH:2]([O:12][Si:13]([C:16]([CH3:19])([CH3:18])[CH3:17])([CH3:15])[CH3:14])[CH2:3][CH2:4][CH:5]2[NH:9][C:8](=[O:10])[CH2:7][CH2:6]2)[CH:21]=1, predict the reactants needed to synthesize it.